Dataset: Full USPTO retrosynthesis dataset with 1.9M reactions from patents (1976-2016). Task: Predict the reactants needed to synthesize the given product. (1) Given the product [F:11][C:8]1[CH:9]=[CH:10][C:5]2[N:6]([C:2]([N:12]3[CH2:18][CH2:17][CH2:16][C@H:13]3[CH2:14][OH:15])=[N:3][N:4]=2)[CH:7]=1, predict the reactants needed to synthesize it. The reactants are: Cl[C:2]1[N:6]2[CH:7]=[C:8]([F:11])[CH:9]=[CH:10][C:5]2=[N:4][N:3]=1.[NH:12]1[CH2:18][CH2:17][CH2:16][C@H:13]1[CH2:14][OH:15].N. (2) Given the product [CH3:1][O:2][C:3](=[O:14])[CH2:4][CH2:5][C:6]1[CH:11]=[CH:10][C:9]([O:12][CH:30]([C:24]2[O:23][C:22]([C:19]3[CH:20]=[CH:21][C:16]([Br:15])=[CH:17][CH:18]=3)=[N:26][C:25]=2[CH:27]([CH3:28])[CH3:29])[CH3:31])=[CH:8][C:7]=1[CH3:13], predict the reactants needed to synthesize it. The reactants are: [CH3:1][O:2][C:3](=[O:14])[CH2:4][CH2:5][C:6]1[CH:11]=[CH:10][C:9]([OH:12])=[CH:8][C:7]=1[CH3:13].[Br:15][C:16]1[CH:21]=[CH:20][C:19]([C:22]2[O:23][C:24]([CH:30](O)[CH3:31])=[C:25]([CH:27]([CH3:29])[CH3:28])[N:26]=2)=[CH:18][CH:17]=1.C(P(CCCC)CCCC)CCC.N(C(N1CCCCC1)=O)=NC(N1CCCCC1)=O. (3) Given the product [O:9]=[C:3]([CH2:1][CH3:2])/[CH:4]=[CH:5]/[C:6]([OH:8])=[O:7], predict the reactants needed to synthesize it. The reactants are: [CH2:1]([C:3]1([OH:9])[O:7][C:6](=[O:8])[CH:5]=[CH:4]1)[CH3:2].CC(C)=O.O.N1C=CC=CC=1.